This data is from Forward reaction prediction with 1.9M reactions from USPTO patents (1976-2016). The task is: Predict the product of the given reaction. Given the reactants [CH:1]([C:3]1[CH:8]=[CH:7][C:6]([S:9](Cl)(=[O:11])=[O:10])=[CH:5][CH:4]=1)=[CH2:2].[Cl:13][C:14]1[CH:15]=[CH:16][C:17]([F:21])=[C:18]([CH:20]=1)[NH2:19], predict the reaction product. The product is: [Cl:13][C:14]1[CH:15]=[CH:16][C:17]([F:21])=[C:18]([NH:19][S:9]([C:6]2[CH:7]=[CH:8][C:3]([CH:1]=[CH2:2])=[CH:4][CH:5]=2)(=[O:11])=[O:10])[CH:20]=1.